This data is from Forward reaction prediction with 1.9M reactions from USPTO patents (1976-2016). The task is: Predict the product of the given reaction. (1) The product is: [CH3:9][O:10][C:11](=[O:22])[C:12]1[CH:13]=[CH:14][C:15]([N+:18]([O-:20])=[O:19])=[C:16]([O:1][CH:2]2[CH2:6][CH2:5][O:4][CH2:3]2)[CH:17]=1. Given the reactants [OH:1][CH:2]1[CH2:6][CH2:5][O:4][CH2:3]1.[H-].[Na+].[CH3:9][O:10][C:11](=[O:22])[C:12]1[CH:17]=[CH:16][C:15]([N+:18]([O-:20])=[O:19])=[C:14](F)[CH:13]=1, predict the reaction product. (2) Given the reactants [NH2:1][C:2]1[C:3]2[C:10]([C:11]3[CH:12]=[N:13][C:14]4[C:19]([CH:20]=3)=[CH:18][CH:17]=[CH:16][CH:15]=4)=[C:9](Br)[N:8]([CH2:22][C@H:23]([NH:27][C:28](=[O:34])[O:29][C:30]([CH3:33])([CH3:32])[CH3:31])[CH2:24][CH:25]=[CH2:26])[C:4]=2[N:5]=[CH:6][N:7]=1.NC1C2C(C3C=NC4C(C=3)=CC=CC=4)=C3N(C=2N=CN=1)C[C@@H](NC(=O)OC(C)(C)C)CC3, predict the reaction product. The product is: [NH2:1][C:2]1[C:3]2[C:10]([C:11]3[CH:12]=[N:13][C:14]4[C:19]([CH:20]=3)=[CH:18][CH:17]=[CH:16][CH:15]=4)=[C:9]3[CH2:26][CH2:25][CH2:24][C@@H:23]([NH:27][C:28](=[O:34])[O:29][C:30]([CH3:33])([CH3:32])[CH3:31])[CH2:22][N:8]3[C:4]=2[N:5]=[CH:6][N:7]=1.